Dataset: Full USPTO retrosynthesis dataset with 1.9M reactions from patents (1976-2016). Task: Predict the reactants needed to synthesize the given product. (1) Given the product [CH:2]([CH:3]1[O:8][CH2:7][C:6]([CH3:10])([CH3:9])[N:5]([C:11]([O:13][C:14]([CH3:17])([CH3:16])[CH3:15])=[O:12])[CH2:4]1)=[O:1], predict the reactants needed to synthesize it. The reactants are: [OH:1][CH2:2][CH:3]1[O:8][CH2:7][C:6]([CH3:10])([CH3:9])[N:5]([C:11]([O:13][C:14]([CH3:17])([CH3:16])[CH3:15])=[O:12])[CH2:4]1.CC(OI1(OC(C)=O)(OC(C)=O)OC(=O)C2C=CC=CC1=2)=O.C(=O)(O)[O-].[Na+]. (2) Given the product [Cl:1][C:2]1[CH:3]=[C:4]([CH:23]=[CH:24][CH:25]=1)[CH2:5][CH:6]1[CH2:11][CH2:10][CH:9]([CH2:12][O:13][C:14]2[CH:21]=[CH:20][CH:19]=[C:18]3[C:15]=2[C:16]([NH2:17])=[N:32][C:31]([NH2:33])=[N:30]3)[CH2:8][CH2:7]1, predict the reactants needed to synthesize it. The reactants are: [Cl:1][C:2]1[CH:3]=[C:4]([CH:23]=[CH:24][CH:25]=1)[CH2:5][CH:6]1[CH2:11][CH2:10][CH:9]([CH2:12][O:13][C:14]2[CH:21]=[CH:20][CH:19]=[C:18](F)[C:15]=2[C:16]#[N:17])[CH2:8][CH2:7]1.C(=O)(O)O.[NH2:30][C:31]([NH2:33])=[NH:32].O. (3) Given the product [OH:21][C:7]1[C:8]2[S:14][C:13]([C:15]3[CH:16]=[N:17][CH:18]=[CH:19][CH:20]=3)=[N:12][C:9]=2[CH:10]=[N:11][C:6]=1[C:4]([NH:22][CH2:23][C:24]([OH:26])=[O:25])=[O:5], predict the reactants needed to synthesize it. The reactants are: C(O[C:4]([C:6]1[N:11]=[CH:10][C:9]2[N:12]=[C:13]([C:15]3[CH:16]=[N:17][CH:18]=[CH:19][CH:20]=3)[S:14][C:8]=2[C:7]=1[OH:21])=[O:5])C.[NH2:22][CH2:23][C:24]([OH:26])=[O:25]. (4) Given the product [CH:1]1([C:5]2[C:14]([C:15]3[NH:19][CH:18]([CH2:20][CH3:21])[N:17]([CH3:23])[N:16]=3)=[CH:13][C:8]([C:9]([O:11][CH3:12])=[O:10])=[C:7]([CH3:22])[CH:6]=2)[CH2:4][CH2:3][CH2:2]1, predict the reactants needed to synthesize it. The reactants are: [CH:1]1([C:5]2[C:14]([C:15]3[NH:19][C:18]([CH2:20][CH3:21])=[N:17][N:16]=3)=[CH:13][C:8]([C:9]([O:11][CH3:12])=[O:10])=[C:7]([CH3:22])[CH:6]=2)[CH2:4][CH2:3][CH2:2]1.[CH3:23][Si](CC=[N+]=[N-])(C)C. (5) Given the product [C:1]([O:5][C:6]([N:8]1[C:16]2[C:11](=[CH:12][C:13]([CH2:17][CH2:18][C:19]3[S:20][C:21]([C:30]([F:33])([F:32])[F:31])=[C:22]([C:24]4[CH:25]=[CH:26][CH:27]=[CH:28][CH:29]=4)[CH:23]=3)=[CH:14][CH:15]=2)[CH2:10][CH2:9]1)=[O:7])([CH3:4])([CH3:2])[CH3:3], predict the reactants needed to synthesize it. The reactants are: [C:1]([O:5][C:6]([N:8]1[C:16]2[C:11](=[CH:12][C:13](/[CH:17]=[CH:18]/[C:19]3[S:20][C:21]([C:30]([F:33])([F:32])[F:31])=[C:22]([C:24]4[CH:29]=[CH:28][CH:27]=[CH:26][CH:25]=4)[CH:23]=3)=[CH:14][CH:15]=2)[CH2:10][CH2:9]1)=[O:7])([CH3:4])([CH3:3])[CH3:2].[H][H]. (6) Given the product [N+:1]([C:4]1[CH:9]=[CH:8][C:7]([O:10][CH2:13][CH2:12][Br:11])=[CH:6][CH:5]=1)([O-:3])=[O:2], predict the reactants needed to synthesize it. The reactants are: [N+:1]([C:4]1[CH:9]=[CH:8][C:7]([OH:10])=[CH:6][CH:5]=1)([O-:3])=[O:2].[Br:11][CH2:12][CH2:13]Br.C([O-])([O-])=O.[K+].[K+]. (7) Given the product [F:34][CH:32]([F:33])[O:31][C:8]1[C:7]2[C:12](=[C:13]([F:16])[CH:14]=[CH:15][C:6]=2[O:5][CH2:4][C:3]([OH:35])=[O:2])[N:11]=[C:10]([CH2:17][CH3:18])[C:9]=1[CH2:19][C:20]1[CH:25]=[CH:24][C:23]([S:26]([CH2:29][CH3:30])(=[O:28])=[O:27])=[CH:22][CH:21]=1, predict the reactants needed to synthesize it. The reactants are: C[O:2][C:3](=[O:35])[CH2:4][O:5][C:6]1[CH:15]=[CH:14][C:13]([F:16])=[C:12]2[C:7]=1[C:8]([O:31][CH:32]([F:34])[F:33])=[C:9]([CH2:19][C:20]1[CH:25]=[CH:24][C:23]([S:26]([CH2:29][CH3:30])(=[O:28])=[O:27])=[CH:22][CH:21]=1)[C:10]([CH2:17][CH3:18])=[N:11]2.CO.[OH-].[Li+].Cl. (8) Given the product [CH2:13]([N:12]1[C:3]2[C:2](=[CH:11][CH:10]=[C:5]([C:6]([O:8][CH3:9])=[O:7])[CH:4]=2)[NH:1][CH2:22][C:23]1=[O:24])[CH2:14][CH2:15][CH3:16], predict the reactants needed to synthesize it. The reactants are: [NH2:1][C:2]1[CH:11]=[CH:10][C:5]([C:6]([O:8][CH3:9])=[O:7])=[CH:4][C:3]=1[NH:12][CH2:13][CH2:14][CH2:15][CH3:16].C(=O)(O)[O-].[Na+].[CH3:22][C:23](CC(C)C)=[O:24].O.ClCC(Cl)=O.